Dataset: Full USPTO retrosynthesis dataset with 1.9M reactions from patents (1976-2016). Task: Predict the reactants needed to synthesize the given product. Given the product [CH3:1][O:2][C:3](=[O:20])[CH2:4][N:5]1[C:9](=[O:10])[N:8]([CH2:11][C:12]2[CH:17]=[CH:16][CH:15]=[C:14]([F:18])[CH:13]=2)[C:7]([C:25]2[CH:26]=[CH:27][C:22]([Cl:21])=[CH:23][C:24]=2[O:31][CH3:32])=[N:6]1, predict the reactants needed to synthesize it. The reactants are: [CH3:1][O:2][C:3](=[O:20])[CH2:4][N:5]1[C:9](=[O:10])[N:8]([CH2:11][C:12]2[CH:17]=[CH:16][CH:15]=[C:14]([F:18])[CH:13]=2)[C:7](Br)=[N:6]1.[Cl:21][C:22]1[CH:27]=[CH:26][C:25](B(O)O)=[C:24]([O:31][CH3:32])[CH:23]=1.C(=O)([O-])[O-].[Na+].[Na+].Cl.